This data is from Forward reaction prediction with 1.9M reactions from USPTO patents (1976-2016). The task is: Predict the product of the given reaction. Given the reactants [H-].[Na+].[CH2:3]([OH:6])[C:4]#[CH:5].Cl[CH2:8][O:9][CH3:10].C([Li])CCC.[C:16](=[O:18])=[O:17].Cl, predict the reaction product. The product is: [CH3:8][O:9][CH2:10][O:6][CH2:3][C:4]#[C:5][C:16]([OH:18])=[O:17].